Dataset: Full USPTO retrosynthesis dataset with 1.9M reactions from patents (1976-2016). Task: Predict the reactants needed to synthesize the given product. (1) Given the product [OH:9][C:8]([CH2:7][CH2:6][CH2:5][CH2:5][CH2:6][CH2:7][CH2:8][CH2:1][CH3:2])=[O:4], predict the reactants needed to synthesize it. The reactants are: [C:1](#N)[CH3:2].[O:4]1[CH2:8][CH2:7][CH2:6][CH2:5]1.[OH2:9]. (2) Given the product [F:1][C:2]1[CH:3]=[C:4]([CH:5]=[CH:20][N+:17]([O-:19])=[O:18])[CH:7]=[CH:8][C:9]=1[O:10][CH3:11], predict the reactants needed to synthesize it. The reactants are: [F:1][C:2]1[CH:3]=[C:4]([CH:7]=[CH:8][C:9]=1[O:10][CH3:11])[CH:5]=O.C([O-])(=O)C.[NH4+].[N+:17]([CH3:20])([O-:19])=[O:18]. (3) Given the product [Cl:34][C:33]1[CH:32]=[CH:31][CH:30]=[C:29]([Cl:35])[C:28]=1[C:21]1[C:20]([CH2:19][O:18][C:15]2[N:14]=[C:13]([C:36]([F:37])([F:38])[F:39])[C:12]([N:11]([CH3:45])[S:10]([C:7]3[CH:6]=[CH:5][C:4]([C:3]([OH:2])=[O:42])=[CH:9][CH:8]=3)(=[O:41])=[O:40])=[CH:17][CH:16]=2)=[C:24]([CH:25]([CH3:26])[CH3:27])[O:23][N:22]=1, predict the reactants needed to synthesize it. The reactants are: C[O:2][C:3](=[O:42])[C:4]1[CH:9]=[CH:8][C:7]([S:10](=[O:41])(=[O:40])[NH:11][C:12]2[C:13]([C:36]([F:39])([F:38])[F:37])=[N:14][C:15]([O:18][CH2:19][C:20]3[C:21]([C:28]4[C:33]([Cl:34])=[CH:32][CH:31]=[CH:30][C:29]=4[Cl:35])=[N:22][O:23][C:24]=3[CH:25]([CH3:27])[CH3:26])=[CH:16][CH:17]=2)=[CH:6][CH:5]=1.[H-].[Na+].[CH3:45]I.[OH-].[Na+]. (4) Given the product [OH:34][CH2:27][CH2:26][C:22]1[C:21](=[O:28])[N:20]([C:12]2[CH:13]=[CH:14][C:15]([N+:17]([O-:19])=[O:18])=[CH:16][C:11]=2[CH3:10])[CH:25]=[CH:24][CH:23]=1, predict the reactants needed to synthesize it. The reactants are: C12BC(CCC1)CCC2.[CH3:10][C:11]1[CH:16]=[C:15]([N+:17]([O-:19])=[O:18])[CH:14]=[CH:13][C:12]=1[N:20]1[CH:25]=[CH:24][CH:23]=[C:22]([CH:26]=[CH2:27])[C:21]1=[O:28].[OH-].[Na+].OO.S(OS([O-])=O)([O-])=[O:34].[Na+].[Na+].